Predict the product of the given reaction. From a dataset of Forward reaction prediction with 1.9M reactions from USPTO patents (1976-2016). (1) Given the reactants [NH2:1][C:2]1[CH:3]=[N:4][C:5]2[C:10]([C:11]=1[NH:12][CH2:13][CH2:14][O:15][CH2:16][CH2:17][NH:18][C:19](=[O:25])[O:20][C:21]([CH3:24])([CH3:23])[CH3:22])=[CH:9][CH:8]=[CH:7][CH:6]=2.[CH2:26]([O:28][CH2:29][C:30](Cl)=O)[CH3:27], predict the reaction product. The product is: [CH2:26]([O:28][CH2:29][C:30]1[N:12]([CH2:13][CH2:14][O:15][CH2:16][CH2:17][NH:18][C:19](=[O:25])[O:20][C:21]([CH3:22])([CH3:24])[CH3:23])[C:11]2[C:10]3[CH:9]=[CH:8][CH:7]=[CH:6][C:5]=3[N:4]=[CH:3][C:2]=2[N:1]=1)[CH3:27]. (2) Given the reactants [C:1]([O:5][C:6]([NH:8][CH2:9][CH2:10][CH2:11][CH2:12][CH2:13][CH2:14][O:15][C:16]1[CH:45]=[CH:44][C:19]([CH2:20][NH:21][C:22]2[N:27]=[C:26]([O:28][CH2:29][C:30]([F:33])([F:32])[F:31])[N:25]=[C:24]([NH:34][C:35]3[CH:43]=[CH:42][C:38]([C:39](O)=[O:40])=[CH:37][CH:36]=3)[N:23]=2)=[CH:18][CH:17]=1)=[O:7])([CH3:4])([CH3:3])[CH3:2].[NH2:46][CH:47]([CH:52]1[CH2:57][CH2:56][CH2:55][N:54]([C:58]([O:60][C:61]([CH3:64])([CH3:63])[CH3:62])=[O:59])[CH2:53]1)[C:48]([O:50][CH3:51])=[O:49].F[B-](F)(F)F.N1(OC(N(C)C)=[N+](C)C)C2C=CC=CC=2N=N1.CCN(C(C)C)C(C)C, predict the reaction product. The product is: [C:1]([O:5][C:6]([NH:8][CH2:9][CH2:10][CH2:11][CH2:12][CH2:13][CH2:14][O:15][C:16]1[CH:45]=[CH:44][C:19]([CH2:20][NH:21][C:22]2[N:27]=[C:26]([O:28][CH2:29][C:30]([F:31])([F:32])[F:33])[N:25]=[C:24]([NH:34][C:35]3[CH:43]=[CH:42][C:38]([C:39]([NH:46][CH:47]([CH:52]4[CH2:57][CH2:56][CH2:55][N:54]([C:58]([O:60][C:61]([CH3:64])([CH3:63])[CH3:62])=[O:59])[CH2:53]4)[C:48]([O:50][CH3:51])=[O:49])=[O:40])=[CH:37][CH:36]=3)[N:23]=2)=[CH:18][CH:17]=1)=[O:7])([CH3:4])([CH3:2])[CH3:3]. (3) Given the reactants [CH2:1]([C@@H:8]([NH:21][C:22]([C:24]1[CH:35]=[C:34]([CH3:36])[C:27]2[N:28]=[C:29]([CH2:31][CH2:32][CH3:33])[NH:30][C:26]=2[CH:25]=1)=[O:23])[CH2:9][C:10](=[O:20])[NH:11][O:12][CH2:13][C:14]1[CH:19]=[CH:18][CH:17]=[CH:16][CH:15]=1)[C:2]1[CH:7]=[CH:6][CH:5]=[CH:4][CH:3]=1.[H-].[Na+].Br[CH2:40][C:41]1[CH:46]=[CH:45][C:44]([C:47]2[CH:52]=[CH:51][CH:50]=[CH:49][C:48]=2[C:53]2[N:57](C(C3C=CC=CC=3)(C3C=CC=CC=3)C3C=CC=CC=3)[N:56]=[N:55][N:54]=2)=[CH:43][CH:42]=1.C(O)(C(F)(F)F)=O, predict the reaction product. The product is: [CH2:1]([C@@H:8]([NH:21][C:22]([C:24]1[CH:35]=[C:34]([CH3:36])[C:27]2[N:28]([CH2:40][C:41]3[CH:46]=[CH:45][C:44]([C:47]4[CH:52]=[CH:51][CH:50]=[CH:49][C:48]=4[C:53]4[NH:54][N:55]=[N:56][N:57]=4)=[CH:43][CH:42]=3)[C:29]([CH2:31][CH2:32][CH3:33])=[N:30][C:26]=2[CH:25]=1)=[O:23])[CH2:9][C:10](=[O:20])[NH:11][O:12][CH2:13][C:14]1[CH:15]=[CH:16][CH:17]=[CH:18][CH:19]=1)[C:2]1[CH:7]=[CH:6][CH:5]=[CH:4][CH:3]=1. (4) Given the reactants [C:1]([OH:8])(=O)[CH2:2][CH2:3][CH2:4][CH2:5][CH3:6].C(Cl)(=O)C(Cl)=O.C([N:17]([CH2:20][CH3:21])[CH2:18]C)C.CC1CN1, predict the reaction product. The product is: [C:1]([N:17]1[CH2:18][CH:20]1[CH3:21])(=[O:8])[CH2:2][CH2:3][CH2:4][CH2:5][CH3:6].